This data is from CYP2D6 inhibition data for predicting drug metabolism from PubChem BioAssay. The task is: Regression/Classification. Given a drug SMILES string, predict its absorption, distribution, metabolism, or excretion properties. Task type varies by dataset: regression for continuous measurements (e.g., permeability, clearance, half-life) or binary classification for categorical outcomes (e.g., BBB penetration, CYP inhibition). Dataset: cyp2d6_veith. (1) The molecule is Cc1nnc(S(=O)(=O)c2ccc(N=Nc3c(N)nc(N)nc3N)cc2)s1. The result is 0 (non-inhibitor). (2) The molecule is Cc1ccc(NC(=S)Nc2ccc(Br)cc2)cc1. The result is 0 (non-inhibitor). (3) The drug is CCc1nc2cc(CC(=O)O)ccc2o1. The result is 0 (non-inhibitor). (4) The molecule is Cc1ccc(-c2ccnc(=S)[nH]2)cc1. The result is 0 (non-inhibitor). (5) The compound is COC(=O)[C@@H](NC(=O)Nc1ccc(C(C)=O)cc1)C(C)C. The result is 0 (non-inhibitor). (6) The compound is O=[N+]([O-])c1cccc2c[n-]nc12. The result is 0 (non-inhibitor). (7) The compound is FC(F)(F)c1ccccc1-c1ccc2ncnc(NC3CC3)c2c1. The result is 1 (inhibitor). (8) The compound is N#CCCn1c(=O)c(-c2ccccc2)nc2cnc(OCc3ccccc3)nc21. The result is 0 (non-inhibitor). (9) The molecule is CC(=O)N[C@@H](CC(=O)O)C(=O)O. The result is 0 (non-inhibitor).